Predict the reactants needed to synthesize the given product. From a dataset of Full USPTO retrosynthesis dataset with 1.9M reactions from patents (1976-2016). (1) Given the product [CH2:8]([C@:15]1([NH:27][C:28]([O:30][C:31]([CH3:34])([CH3:33])[CH3:32])=[O:29])[C:22](=[O:23])[N:21]2[C@@H:17]([S:18][CH2:19][C@H:20]2[C:24]([O:26][CH3:1])=[O:25])[CH2:16]1)[C:9]1[CH:14]=[CH:13][CH:12]=[CH:11][CH:10]=1, predict the reactants needed to synthesize it. The reactants are: [CH3:1][Si](C=[N+]=[N-])(C)C.[CH2:8]([C@:15]1([NH:27][C:28]([O:30][C:31]([CH3:34])([CH3:33])[CH3:32])=[O:29])[C:22](=[O:23])[N:21]2[C@@H:17]([S:18][CH2:19][C@H:20]2[C:24]([OH:26])=[O:25])[CH2:16]1)[C:9]1[CH:14]=[CH:13][CH:12]=[CH:11][CH:10]=1. (2) Given the product [CH:10]([N:9]([C:13](=[O:32])/[CH:14]=[CH:15]/[C:16]1[C:24]2[C:19](=[CH:20][CH:21]=[CH:22][CH:23]=2)[N:18]([C:25]([O:27][C:28]([CH3:29])([CH3:31])[CH3:30])=[O:26])[CH:17]=1)[NH:8][C:6](=[O:7])[C:5]1[CH:4]=[CH:3][C:2]([O:1][CH3:35])=[CH:34][CH:33]=1)([CH3:11])[CH3:12], predict the reactants needed to synthesize it. The reactants are: [OH:1][C:2]1[CH:34]=[CH:33][C:5]([C:6]([NH:8][N:9]([C:13](=[O:32])/[CH:14]=[CH:15]/[C:16]2[C:24]3[C:19](=[CH:20][CH:21]=[CH:22][CH:23]=3)[N:18]([C:25]([O:27][C:28]([CH3:31])([CH3:30])[CH3:29])=[O:26])[CH:17]=2)[CH:10]([CH3:12])[CH3:11])=[O:7])=[CH:4][CH:3]=1.[C:35]([O-])([O-])=O.[K+].[K+].IC. (3) The reactants are: C(O[C:6](=O)[N:7]([CH2:9][CH2:10][CH:11]([C:18]1[CH:19]=[C:20]2[C:24](=[CH:25][CH:26]=1)[N:23]([S:27]([CH3:30])(=[O:29])=[O:28])[CH:22]=[CH:21]2)[C:12]1[CH:17]=[CH:16][CH:15]=[CH:14][CH:13]=1)C)(C)(C)C.C([SiH](CC)CC)C.C(O)(C(F)(F)F)=O. Given the product [CH3:30][S:27]([N:23]1[C:24]2[C:20](=[CH:19][C:18]([CH:11]([C:12]3[CH:13]=[CH:14][CH:15]=[CH:16][CH:17]=3)[CH2:10][CH2:9][NH:7][CH3:6])=[CH:26][CH:25]=2)[CH:21]=[CH:22]1)(=[O:29])=[O:28], predict the reactants needed to synthesize it. (4) Given the product [NH2:35][CH2:34][C:33]([NH:32][C:29]1[CH:30]=[CH:31][C:26]([N:9]2[C:10]([C:12]3[CH:13]=[CH:14][C:15]4[CH:16]=[CH:17][C:18]5[C:23]([C:24]=4[CH:25]=3)=[CH:22][CH:21]=[CH:20][CH:19]=5)=[CH:11][C:7]([C:5]([NH:4][CH:1]([CH3:3])[CH3:2])=[O:6])=[N:8]2)=[CH:27][CH:28]=1)=[O:43], predict the reactants needed to synthesize it. The reactants are: [CH:1]([NH:4][C:5]([C:7]1[CH:11]=[C:10]([C:12]2[CH:13]=[CH:14][C:15]3[CH:16]=[CH:17][C:18]4[C:23]([C:24]=3[CH:25]=2)=[CH:22][CH:21]=[CH:20][CH:19]=4)[N:9]([C:26]2[CH:31]=[CH:30][C:29]([NH:32][C:33](=[O:43])[CH2:34][NH:35]C(=O)OC(C)(C)C)=[CH:28][CH:27]=2)[N:8]=1)=[O:6])([CH3:3])[CH3:2].C(=O)([O-])[O-].[Na+].[Na+]. (5) Given the product [CH2:16]([C:18]1([CH2:11][CH3:12])[O:23][CH2:22][C@@H:21]([C:24]2[CH:29]=[CH:28][CH:27]=[CH:26][CH:25]=2)[N:20]([C:30]([O:32][C:33]([CH3:36])([CH3:35])[CH3:34])=[O:31])[C:19]1=[O:37])[CH3:17], predict the reactants needed to synthesize it. The reactants are: C[Si]([N-][Si](C)(C)C)(C)C.[Na+].[CH2:11]1COC[CH2:12]1.[CH2:16]([C@H:18]1[O:23][CH2:22][C@@H:21]([C:24]2[CH:29]=[CH:28][CH:27]=[CH:26][CH:25]=2)[N:20]([C:30]([O:32][C:33]([CH3:36])([CH3:35])[CH3:34])=[O:31])[C:19]1=[O:37])[CH3:17].ICC. (6) Given the product [Cl:37][C:38]1[CH:39]=[N+:40]([O-:63])[CH:41]=[C:42]([Cl:62])[C:43]=1[CH2:44][C@@H:45]([C:47]1[CH:52]=[CH:51][C:50]([O:53][CH:54]([F:56])[F:55])=[C:49]([O:57][CH2:58][CH:59]2[CH2:61][CH2:60]2)[CH:48]=1)[O:34][C:33](=[O:35])[CH2:32][N:26]1[C:25](=[O:36])[C:24]2[C:28](=[CH:29][CH:30]=[C:22]([N:17]([CH2:16][CH2:15][N:12]3[CH2:11][CH2:10][N:9]([CH3:8])[CH2:14][CH2:13]3)[S:18]([CH3:21])(=[O:20])=[O:19])[CH:23]=2)[C:27]1=[O:31], predict the reactants needed to synthesize it. The reactants are: FC(F)(F)C(O)=O.[CH3:8][N:9]1[CH2:14][CH2:13][N:12]([CH2:15][CH2:16][N:17]([C:22]2[CH:23]=[C:24]3[C:28](=[CH:29][CH:30]=2)[C:27](=[O:31])[N:26]([CH2:32][C:33]([OH:35])=[O:34])[C:25]3=[O:36])[S:18]([CH3:21])(=[O:20])=[O:19])[CH2:11][CH2:10]1.[Cl:37][C:38]1[CH:39]=[N+:40]([O-:63])[CH:41]=[C:42]([Cl:62])[C:43]=1[CH2:44][C@@H:45]([C:47]1[CH:52]=[CH:51][C:50]([O:53][CH:54]([F:56])[F:55])=[C:49]([O:57][CH2:58][CH:59]2[CH2:61][CH2:60]2)[CH:48]=1)O.C(Cl)CCl. (7) Given the product [Cl:28][C:2]([Cl:1])([Cl:27])[CH2:3][O:4][C:5]([C@@H:7]1[CH2:12][CH2:11][CH2:10][N:9]([C:13](=[O:15])[C@@H:43]([NH:44][C:45]([O:47][CH2:48][CH:49]2[C:50]3[CH:51]=[CH:52][CH:53]=[CH:54][C:55]=3[C:56]3[C:61]2=[CH:60][CH:59]=[CH:58][CH:57]=3)=[O:46])[CH2:42][C:41]([O:40][C:36]([CH3:39])([CH3:38])[CH3:37])=[O:65])[NH:8]1)=[O:6], predict the reactants needed to synthesize it. The reactants are: [Cl:1][C:2]([Cl:28])([Cl:27])[CH2:3][O:4][C:5]([C@@H:7]1[CH2:12][CH2:11][CH2:10][N:9]([C:13]([O:15]C(C)(C)C)=O)[N:8]1C(OC(C)(C)C)=O)=[O:6].FC(F)(F)C(O)=O.[C:36]([O:40][C:41](=[O:65])[CH2:42][C@@H:43](C(O)=O)[NH:44][C:45]([O:47][CH2:48][CH:49]1[C:61]2[C:56](=[CH:57][CH:58]=[CH:59][CH:60]=2)[C:55]2[C:50]1=[CH:51][CH:52]=[CH:53][CH:54]=2)=[O:46])([CH3:39])([CH3:38])[CH3:37].C(N(CC)C(C)C)(C)C.C[NH3+].F[P-](F)(F)(F)(F)F.N1(OC(N(C)C)=[N+](C)C)C2N=CC=CC=2N=N1.F[P-](F)(F)(F)(F)F. (8) Given the product [F:42][C:5]([F:4])([F:41])[C:6]1[CH:7]=[C:8]([CH:34]=[C:35]([C:37]([F:39])([F:38])[F:40])[CH:36]=1)[CH2:9][N:10]([C:2]#[N:1])[C@H:11]1[CH2:17][CH2:16][CH2:15][N:14]([C:18]([O:20][C:21]([CH3:23])([CH3:22])[CH3:24])=[O:19])[C:13]2[CH:25]=[C:26]([C:30]([F:33])([F:31])[F:32])[C:27]([CH3:29])=[CH:28][C:12]1=2, predict the reactants needed to synthesize it. The reactants are: [N:1]#[C:2]Br.[F:4][C:5]([F:42])([F:41])[C:6]1[CH:7]=[C:8]([CH:34]=[C:35]([C:37]([F:40])([F:39])[F:38])[CH:36]=1)[CH2:9][NH:10][C@H:11]1[CH2:17][CH2:16][CH2:15][N:14]([C:18]([O:20][C:21]([CH3:24])([CH3:23])[CH3:22])=[O:19])[C:13]2[CH:25]=[C:26]([C:30]([F:33])([F:32])[F:31])[C:27]([CH3:29])=[CH:28][C:12]1=2.C(N(C(C)C)CC)(C)C. (9) Given the product [Cl:15][C:16]1[C:21]([Cl:22])=[CH:20][CH:19]=[CH:18][C:17]=1/[CH:23]=[CH:24]/[C:25]([NH:11][C:10]1[CH:12]=[CH:13][CH:14]=[C:8]([N:5]2[C:6]([CH3:7])=[C:2]([CH3:1])[N:3]=[CH:4]2)[CH:9]=1)=[O:26], predict the reactants needed to synthesize it. The reactants are: [CH3:1][C:2]1[N:3]=[CH:4][N:5]([C:8]2[CH:9]=[C:10]([CH:12]=[CH:13][CH:14]=2)[NH2:11])[C:6]=1[CH3:7].[Cl:15][C:16]1[C:21]([Cl:22])=[CH:20][CH:19]=[CH:18][C:17]=1[CH:23]=[CH:24][C:25](O)=[O:26].Cl.C(N=C=NCCCN(C)C)C.